Dataset: Reaction yield outcomes from USPTO patents with 853,638 reactions. Task: Predict the reaction yield, written as a fraction of the theoretical maximum amount of product (1.0 means a 100% yield; for example, 0.34 means a 34% yield). (1) The reactants are [O:1]1[CH:5]=[CH:4][CH:3]=[C:2]1[C:6]1[N:10]([C:11]2[CH:16]=[CH:15][C:14]([O:17][CH3:18])=[CH:13][CH:12]=2)[N:9]=[C:8]([C:19]([NH2:21])=O)[CH:7]=1.N1C=CC=CC=1.O1CCOCC1.FC(F)(F)C(OC(=O)C(F)(F)F)=O. The catalyst is C(OCC)(=O)C.O. The product is [O:1]1[CH:5]=[CH:4][CH:3]=[C:2]1[C:6]1[N:10]([C:11]2[CH:16]=[CH:15][C:14]([O:17][CH3:18])=[CH:13][CH:12]=2)[N:9]=[C:8]([C:19]#[N:21])[CH:7]=1. The yield is 0.740. (2) The reactants are ClC1C=CC(C(OC)=O)=C(O)C=1.C(Cl)C(=C)C.C(=O)([O-])[O-].[K+].[K+].ClC1C=CC(C(OC)=O)=C(OCC(C)=C)C=1.[Cl:40][C:41]1[CH:50]=[CH:49][C:44]([C:45](OC)=[O:46])=[C:43]([OH:51])[C:42]=1[CH2:52][C:53]([CH3:55])=[CH2:54].ClC1C2CC(C)(C)OC=2C(C(OC)=O)=CC=1.CC(C[AlH]CC(C)C)C. The catalyst is C(OCC)(=O)C.CN1C(=O)CCC1.C(O)=O.C1COCC1.[O-2].[O-2].[Mn+4]. The product is [Cl:40][C:41]1[C:42]2[CH2:52][C:53]([CH3:55])([CH3:54])[O:51][C:43]=2[C:44]([CH:45]=[O:46])=[CH:49][CH:50]=1. The yield is 0.130.